This data is from Forward reaction prediction with 1.9M reactions from USPTO patents (1976-2016). The task is: Predict the product of the given reaction. (1) Given the reactants Cl[C:2]1[C:3]2[C:4](=[CH:13][N:14](CC3C=CC(OC)=CC=3)[N:15]=2)[N:5]=[C:6]([C:8]2[S:9][CH:10]=[CH:11][N:12]=2)[N:7]=1.[NH2:25][C:26]1[CH:35]=[C:34]2[C:29]([CH2:30][CH2:31][C:32](=[O:36])[NH:33]2)=[CH:28][CH:27]=1.Cl, predict the reaction product. The product is: [S:9]1[CH:10]=[CH:11][N:12]=[C:8]1[C:6]1[N:7]=[C:2]([NH:25][C:26]2[CH:35]=[C:34]3[C:29]([CH2:30][CH2:31][C:32](=[O:36])[NH:33]3)=[CH:28][CH:27]=2)[C:3]2[NH:15][N:14]=[CH:13][C:4]=2[N:5]=1. (2) Given the reactants Br[CH2:2][C:3]1[CH:4]=[CH:5][C:6]2[N:7]=[C:8]([Cl:19])[N:9]=[C:10]([N:13]3[CH2:18][CH2:17][O:16][CH2:15][CH2:14]3)[C:11]=2[N:12]=1.[NH2:20][CH2:21][C:22]([CH3:25])([OH:24])[CH3:23], predict the reaction product. The product is: [Cl:19][C:8]1[N:9]=[C:10]([N:13]2[CH2:18][CH2:17][O:16][CH2:15][CH2:14]2)[C:11]2[N:12]=[C:3]([CH2:2][NH:20][CH2:21][C:22]([CH3:25])([OH:24])[CH3:23])[CH:4]=[CH:5][C:6]=2[N:7]=1.